From a dataset of Catalyst prediction with 721,799 reactions and 888 catalyst types from USPTO. Predict which catalyst facilitates the given reaction. (1) Reactant: [CH2:1]([O:3][C:4]([CH:6]1[CH2:11][N:10](CC2C=CC=CC=2)[CH2:9][CH2:8][N:7]1CC1C=CC=CC=1)=[O:5])[CH3:2]. Product: [CH2:1]([O:3][C:4]([CH:6]1[CH2:11][NH:10][CH2:9][CH2:8][NH:7]1)=[O:5])[CH3:2]. The catalyst class is: 29. (2) Reactant: [NH:1]([C:3]1[N:8]=[CH:7][CH:6]=[CH:5][N:4]=1)[NH2:2].C(N(CC)CC)C.C[O:17][C:18](=O)[N:19]=[C:20](SC)[C:21](=[N:34][C:35]1[CH:40]=[CH:39][C:38]([C:41]#[N:42])=[CH:37][CH:36]=1)[C:22]1[CH:23]=[C:24]([O:32][CH3:33])[C:25]2[O:29][CH2:28][CH2:27][C:26]=2[C:30]=1[F:31]. Product: [F:31][C:30]1[C:26]2[CH2:27][CH2:28][O:29][C:25]=2[C:24]([O:32][CH3:33])=[CH:23][C:22]=1[CH:21]([NH:34][C:35]1[CH:36]=[CH:37][C:38]([C:41]#[N:42])=[CH:39][CH:40]=1)[C:20]1[NH:19][C:18](=[O:17])[N:1]([C:3]2[N:8]=[CH:7][CH:6]=[CH:5][N:4]=2)[N:2]=1. The catalyst class is: 3. (3) Reactant: [C:1]([N:3]1[CH2:7][CH2:6][CH:5]([OH:8])[CH2:4]1)#[N:2].[H-].[Na+].[CH2:11](Cl)[C:12]1[CH:17]=[CH:16][CH:15]=[CH:14][CH:13]=1.[NH4+].[Cl-]. Product: [CH2:11]([O:8][CH:5]1[CH2:6][CH2:7][N:3]([C:1]#[N:2])[CH2:4]1)[C:12]1[CH:17]=[CH:16][CH:15]=[CH:14][CH:13]=1.[CH2:11]([O:8][CH2:5][C:6]1[CH:7]=[CH:7][CH:6]=[CH:5][CH:4]=1)[C:12]1[CH:17]=[CH:16][CH:15]=[CH:14][CH:13]=1. The catalyst class is: 121. (4) Reactant: [C:1]([C:3]1[CH:23]=[C:22]([C:24]2[N:29]=[C:28]([NH:30][C:31]3[CH:32]=[N:33][N:34]([CH3:37])[C:35]=3[CH3:36])[N:27]=[CH:26][N:25]=2)[CH:21]=[CH:20][C:4]=1[O:5][C@H:6]1[CH2:11][CH2:10][N:9](C(OC(C)(C)C)=O)[CH2:8][C@H:7]1[F:19])#[N:2].FC(F)(F)C(O)=O. Product: [CH3:37][N:34]1[C:35]([CH3:36])=[C:31]([NH:30][C:28]2[N:27]=[CH:26][N:25]=[C:24]([C:22]3[CH:21]=[CH:20][C:4]([O:5][C@H:6]4[CH2:11][CH2:10][NH:9][CH2:8][C@H:7]4[F:19])=[C:3]([CH:23]=3)[C:1]#[N:2])[N:29]=2)[CH:32]=[N:33]1. The catalyst class is: 4. (5) Product: [C:7]([C:11]1[CH:12]=[CH:13][C:14]([S:17]([NH:20][CH2:21][C:22]2[CH:30]=[CH:29][C:25]([C:26]([NH:38][C:35]3[CH:36]=[N:37][C:32]([CH3:31])=[CH:33][CH:34]=3)=[O:28])=[CH:24][CH:23]=2)(=[O:18])=[O:19])=[CH:15][CH:16]=1)([CH3:8])([CH3:9])[CH3:10]. Reactant: C(Cl)(=O)C(Cl)=O.[C:7]([C:11]1[CH:16]=[CH:15][C:14]([S:17]([NH:20][CH2:21][C:22]2[CH:30]=[CH:29][C:25]([C:26]([OH:28])=O)=[CH:24][CH:23]=2)(=[O:19])=[O:18])=[CH:13][CH:12]=1)([CH3:10])([CH3:9])[CH3:8].[CH3:31][C:32]1[N:37]=[CH:36][C:35]([NH2:38])=[CH:34][CH:33]=1. The catalyst class is: 198.